Dataset: Catalyst prediction with 721,799 reactions and 888 catalyst types from USPTO. Task: Predict which catalyst facilitates the given reaction. Reactant: [F:1][C:2]1[CH:36]=[CH:35][CH:34]=[C:33]([F:37])[C:3]=1[CH2:4][O:5][C:6]1[C:7]2[N:8]([C:13]([C:17]([NH:19][CH:20]3[CH2:24][CH2:23][CH:22]([NH:25]C(=O)OC(C)(C)C)[CH2:21]3)=[O:18])=[C:14]([CH3:16])[N:15]=2)[CH:9]=[C:10]([CH3:12])[CH:11]=1.Cl. Product: [NH2:25][CH:22]1[CH2:23][CH2:24][CH:20]([NH:19][C:17]([C:13]2[N:8]3[CH:9]=[C:10]([CH3:12])[CH:11]=[C:6]([O:5][CH2:4][C:3]4[C:33]([F:37])=[CH:34][CH:35]=[CH:36][C:2]=4[F:1])[C:7]3=[N:15][C:14]=2[CH3:16])=[O:18])[CH2:21]1. The catalyst class is: 27.